Dataset: Full USPTO retrosynthesis dataset with 1.9M reactions from patents (1976-2016). Task: Predict the reactants needed to synthesize the given product. (1) The reactants are: [I:1][C:2]1[S:6][C:5]([C:7]([O:9]C)=[O:8])=[C:4]([N:11]([C:15]([C@H:17]2[CH2:22][CH2:21][C@H:20]([CH3:23])[CH2:19][CH2:18]2)=[O:16])[CH:12]([CH3:14])[CH3:13])[CH:3]=1.C1COCC1.[OH-].[Na+]. Given the product [I:1][C:2]1[S:6][C:5]([C:7]([OH:9])=[O:8])=[C:4]([N:11]([C:15]([CH:17]2[CH2:22][CH2:21][CH:20]([CH3:23])[CH2:19][CH2:18]2)=[O:16])[CH:12]([CH3:14])[CH3:13])[CH:3]=1, predict the reactants needed to synthesize it. (2) The reactants are: [C:1](Cl)(=[O:5])[C:2](Cl)=O.[C:7]([N:14]1[C@@H:18]([C:19]2[CH:24]=[CH:23][CH:22]=[CH:21][CH:20]=2)[CH2:17][CH2:16][C@H:15]1C(O)=O)([O:9][C:10]([CH3:13])([CH3:12])[CH3:11])=[O:8].C(N(CC)CC)C.[Cl-].C([NH+](CC)CC)C.[Si](C=[N+]=[N-])(C)(C)C.C1C[O:53]CC1. Given the product [C:10]([O:9][C:7]([N:14]1[C@@H:18]([C:19]2[CH:20]=[CH:21][CH:22]=[CH:23][CH:24]=2)[CH2:17][CH2:16][C@H:15]1[CH2:2][C:1]([OH:5])=[O:53])=[O:8])([CH3:13])([CH3:11])[CH3:12], predict the reactants needed to synthesize it. (3) The reactants are: [N:1]1([CH:7]2[CH2:12][CH2:11][CH:10]([O:13][C:14]3[C:25]4[C:24]5[C@@H:23]([CH2:26][CH2:27][OH:28])[CH2:22][CH2:21][C:20]=5[S:19][C:18]=4[N:17]=[CH:16][N:15]=3)[CH2:9][CH2:8]2)[CH2:6][CH2:5][O:4][CH2:3][CH2:2]1.[CH3:29][S:30](Cl)(=[O:32])=[O:31].C(N(CC)CC)C. Given the product [CH3:29][S:30]([O:28][CH2:27][CH2:26][C@H:23]1[CH2:22][CH2:21][C:20]2[S:19][C:18]3[N:17]=[CH:16][N:15]=[C:14]([O:13][CH:10]4[CH2:9][CH2:8][CH:7]([N:1]5[CH2:2][CH2:3][O:4][CH2:5][CH2:6]5)[CH2:12][CH2:11]4)[C:25]=3[C:24]1=2)(=[O:32])=[O:31], predict the reactants needed to synthesize it. (4) Given the product [C:55]([CH2:25][O:24][C:16]1[C:17]([OH:22])=[C:18]2[C:13](=[CH:14][C:15]=1[O:26][CH3:27])[O:12][C:11]([C:10]1[CH:9]=[CH:8][C:7]([O:6][CH3:5])=[CH:29][CH:28]=1)=[CH:20][C:19]2=[O:21])([O:57][CH2:58][CH3:59])=[O:56], predict the reactants needed to synthesize it. The reactants are: C([CH2:5][O:6][C:7]1[CH:29]=[CH:28][C:10]([C:11]2[O:12][C:13]3[C:18]([C:19](=[O:21])[CH:20]=2)=[C:17]([O:22]C)[C:16]([O:24][CH3:25])=[C:15]([O:26][CH3:27])[CH:14]=3)=[CH:9][CH:8]=1)(OC)=O.OC1C(O)=C(OC)C=C2C=1C(=O)C=C(C1C=CC(OC)=CC=1)O2.BrC[C:55]([O:57][CH2:58][CH3:59])=[O:56].C(=O)([O-])[O-].[K+].[K+]. (5) Given the product [Cl:1][C:2]1[C:17]([Cl:18])=[CH:16][C:5]2[NH:6][C:7]([C:9]3[C:10]([N:26]4[CH2:27][CH2:28][CH:23]([S:20]([CH3:19])(=[O:22])=[O:21])[CH2:24][CH2:25]4)=[N:11][CH:12]=[CH:13][CH:14]=3)=[N:8][C:4]=2[CH:3]=1, predict the reactants needed to synthesize it. The reactants are: [Cl:1][C:2]1[C:17]([Cl:18])=[CH:16][C:5]2[NH:6][C:7]([C:9]3[C:10](Cl)=[N:11][CH:12]=[CH:13][CH:14]=3)=[N:8][C:4]=2[CH:3]=1.[CH3:19][S:20]([CH:23]1[CH2:28][CH2:27][NH:26][CH2:25][CH2:24]1)(=[O:22])=[O:21].C(N(C(C)C)CC)(C)C.O. (6) Given the product [OH:22][CH:20]1[CH2:6][N:7]([S:53]([C:33]2[C:32]3[C:36](=[CH:37][CH:38]=[C:30]([I:29])[CH:31]=3)[NH:35][C:34]=2[C:48]([NH2:57])=[O:50])(=[O:54])=[O:55])[CH2:8]1, predict the reactants needed to synthesize it. The reactants are: ClC1C=C2[C:8](=CC=1)[N:7](S(C1C=CC=CC=1)(=O)=O)[C:6]([C:20]([O:22]CC)=O)=C2S(Cl)(=O)=O.[I:29][C:30]1[CH:31]=[C:32]2[C:36](=[CH:37][CH:38]=1)[N:35](S(C1C=CC=CC=1)(=O)=O)[C:34]([C:48]([O:50]CC)=O)=[C:33]2[S:53](Cl)(=[O:55])=[O:54].[NH:57]1CCOCC1.OC1CNC1. (7) Given the product [OH:1][C:2]([CH3:30])([CH3:29])[C@H:3]([NH:15][C:16]([N:18]1[CH2:23][C:22](=[O:24])[NH:21][C:20]2[CH:25]=[CH:26][CH:27]=[N:28][C:19]1=2)=[O:17])[C:4]1[CH:9]=[CH:8][C:7]([O:10][C:11]([F:14])([F:12])[F:13])=[CH:6][CH:5]=1, predict the reactants needed to synthesize it. The reactants are: [OH:1][C:2]([CH3:30])([CH3:29])[CH:3]([NH:15][C:16]([N:18]1[CH2:23][C:22](=[O:24])[NH:21][C:20]2[CH:25]=[CH:26][CH:27]=[N:28][C:19]1=2)=[O:17])[C:4]1[CH:9]=[CH:8][C:7]([O:10][C:11]([F:14])([F:13])[F:12])=[CH:6][CH:5]=1.